From a dataset of Reaction yield outcomes from USPTO patents with 853,638 reactions. Predict the reaction yield, written as a fraction of the theoretical maximum amount of product (1.0 means a 100% yield; for example, 0.34 means a 34% yield). (1) The reactants are [Cl:1][C:2]1[CH:10]=[C:9]([I:11])[CH:8]=[C:7]([Cl:12])[C:3]=1[C:4](Cl)=[O:5].[H-].[Na+].[Br:15][C:16]1[CH:21]=[C:20]([NH2:22])[CH:19]=[CH:18][N:17]=1. The catalyst is CN(C=O)C.C(OCC)(=O)C. The product is [Br:15][C:16]1[CH:21]=[C:20]([NH:22][C:4](=[O:5])[C:3]2[C:2]([Cl:1])=[CH:10][C:9]([I:11])=[CH:8][C:7]=2[Cl:12])[CH:19]=[CH:18][N:17]=1. The yield is 0.400. (2) The reactants are [F:1][C:2]1[CH:15]=[CH:14][CH:13]=[C:12]([F:16])[C:3]=1[O:4][C:5]1[CH:11]=[CH:10][C:8](N)=[CH:7][CH:6]=1.Cl.N([O-])=O.[Na+].[Na+].[I-:23]. The catalyst is O. The product is [F:1][C:2]1[CH:15]=[CH:14][CH:13]=[C:12]([F:16])[C:3]=1[O:4][C:5]1[CH:11]=[CH:10][C:8]([I:23])=[CH:7][CH:6]=1. The yield is 0.770.